This data is from Full USPTO retrosynthesis dataset with 1.9M reactions from patents (1976-2016). The task is: Predict the reactants needed to synthesize the given product. (1) Given the product [CH3:1][O:2][C:3]1[CH:4]=[C:5]2[C:6](=[CH:7][C:8]=1[O:9][CH3:10])[C:11](=[O:12])[CH:13]([CH2:15][CH:16]1[CH2:21][CH2:20][NH:19][CH2:18][CH2:17]1)[CH2:14]2, predict the reactants needed to synthesize it. The reactants are: [CH3:1][O:2][C:3]1[CH:4]=[C:5]2[CH2:14][CH:13]([CH2:15][CH:16]3[CH2:21][CH2:20][N:19](CC4C=CC=CC=4)[CH2:18][CH2:17]3)[C:11](=[O:12])[C:6]2=[CH:7][C:8]=1[O:9][CH3:10].Cl.S(C1C=CC(C)=CC=1)(O)(=O)=O.COC1C=C2C(=CC=1OC)C(=O)C(=CC1C=CN=CC=1)C2. (2) Given the product [Cl:1][C:2]1[C:10]2[N:9]=[C:8]3[N:11]([C:15]4[CH:20]=[CH:19][C:18]([Cl:21])=[CH:17][C:16]=4[Cl:22])[CH2:12][CH2:13][CH2:14][N:7]3[C:6]=2[C:5]([CH2:23][S:38][CH2:36][CH3:37])=[CH:4][CH:3]=1, predict the reactants needed to synthesize it. The reactants are: [Cl:1][C:2]1[C:10]2[N:9]=[C:8]3[N:11]([C:15]4[CH:20]=[CH:19][C:18]([Cl:21])=[CH:17][C:16]=4[Cl:22])[CH2:12][CH2:13][CH2:14][N:7]3[C:6]=2[C:5]([CH2:23]O)=[CH:4][CH:3]=1.S(Cl)(Cl)=O.C(N(CC)CC)C.[CH2:36]([S-:38])[CH3:37].[Na+]. (3) Given the product [CH3:17][C:16]1([CH3:21])[O:14][CH:11]([C:8]2[S:7][C:6]([CH:2]=[O:3])=[N:10][CH:9]=2)[CH2:12][O:13]1, predict the reactants needed to synthesize it. The reactants are: O1CC[O:3][CH:2]1[C:6]1[S:7][C:8]([CH:11]([OH:14])[CH2:12][OH:13])=[CH:9][N:10]=1.O.[C:16]1(C)[CH:21]=CC(S([O-])(=O)=O)=C[CH:17]=1.[NH+]1C=CC=CC=1.